This data is from Forward reaction prediction with 1.9M reactions from USPTO patents (1976-2016). The task is: Predict the product of the given reaction. (1) Given the reactants C1(C)C=CC(S(O)(=O)=O)=CC=1.C[O:13][C:14]1(OC)[CH2:19][CH2:18][CH:17]([C:20]([NH2:22])=[O:21])[CH2:16][CH2:15]1, predict the reaction product. The product is: [O:13]=[C:14]1[CH2:19][CH2:18][CH:17]([C:20]([NH2:22])=[O:21])[CH2:16][CH2:15]1. (2) Given the reactants [F:1][C:2]([F:12])([F:11])[C:3]1[CH:10]=[CH:9][CH:8]=[CH:7][C:4]=1[CH:5]=O.[Cl:13][CH2:14][CH2:15][CH2:16][CH:17](P(OCC)(OCC)=O)[C:18]([O:20][CH2:21][CH3:22])=[O:19].[OH-].[Li+].O, predict the reaction product. The product is: [Cl:13][CH2:14][CH2:15][CH2:16][C:17](=[CH:5][C:4]1[CH:7]=[CH:8][CH:9]=[CH:10][C:3]=1[C:2]([F:12])([F:11])[F:1])[C:18]([O:20][CH2:21][CH3:22])=[O:19]. (3) Given the reactants C([O:8][C:9]1[C:10](=[O:20])[CH:11]=[C:12]([CH:17]([F:19])[F:18])[N:13]([CH2:15][CH3:16])[CH:14]=1)C1C=CC=CC=1.[H][H], predict the reaction product. The product is: [F:19][CH:17]([F:18])[C:12]1[N:13]([CH2:15][CH3:16])[CH:14]=[C:9]([OH:8])[C:10](=[O:20])[CH:11]=1. (4) The product is: [Cl:22][C:23]1[N:27]=[C:26]([N:1]2[CH2:2][CH2:3][CH:4]([NH:7][C:8](=[O:14])[O:9][C:10]([CH3:11])([CH3:13])[CH3:12])[CH2:5][CH2:6]2)[S:25][N:24]=1. Given the reactants [NH:1]1[CH2:6][CH2:5][CH:4]([NH:7][C:8](=[O:14])[O:9][C:10]([CH3:13])([CH3:12])[CH3:11])[CH2:3][CH2:2]1.C(N(CC)CC)C.[Cl:22][C:23]1[N:27]=[C:26](Cl)[S:25][N:24]=1, predict the reaction product. (5) The product is: [CH:33]1[C:28]2[CH:27]=[CH:26][C:25]3[CH:34]=[CH:35][CH:36]=[CH:37][C:24]=3[C:23](=[C:20]3[CH2:19][CH2:18][N:17]([C:15](=[O:16])[CH2:14][CH:9]([NH:8][C:6](=[O:5])[C:53]([CH3:55])([CH3:54])[CH3:52])[C:10]([O:12][CH3:13])=[O:11])[CH2:22][CH2:21]3)[C:29]=2[CH:30]=[CH:31][CH:32]=1. Given the reactants C([O:5][C:6]([NH:8][CH:9]([CH2:14][C:15]([N:17]1[CH2:22][CH2:21][C:20](=[C:23]2[C:29]3[CH:30]=[CH:31][CH:32]=[CH:33][C:28]=3[CH:27]=[CH:26][C:25]3[CH:34]=[CH:35][CH:36]=[CH:37][C:24]2=3)[CH2:19][CH2:18]1)=[O:16])[C:10]([O:12][CH3:13])=[O:11])=O)(C)(C)C.Cl.C(OCC)(=O)C.C(N(CC)CC)C.[C:52](Cl)(=O)[C:53](C)([CH3:55])[CH3:54].C(=O)([O-])O.[Na+], predict the reaction product. (6) Given the reactants [Br:1][C:2]1[CH:7]=[CH:6][C:5]([C:8]2[CH:13]=[CH:12][CH:11]=[C:10]([O:14]C)[C:9]=2[O:16]C)=[CH:4][CH:3]=1.B(Br)(Br)Br.C(Cl)Cl, predict the reaction product. The product is: [Br:1][C:2]1[CH:3]=[CH:4][C:5]([C:8]2[CH:13]=[CH:12][CH:11]=[C:10]([OH:14])[C:9]=2[OH:16])=[CH:6][CH:7]=1. (7) Given the reactants [NH2:1][NH:2][C:3]([C:5]1[C:10]([C:11]([F:14])([F:13])[F:12])=[CH:9][CH:8]=[CH:7][N:6]=1)=[NH:4].[CH:15]([C:18]1[CH:25]=[CH:24][C:21]([CH:22]=O)=[CH:20][CH:19]=1)([CH3:17])[CH3:16], predict the reaction product. The product is: [CH:15]([C:18]1[CH:25]=[CH:24][C:21]([C:22]2[NH:1][N:2]=[C:3]([C:5]3[C:10]([C:11]([F:12])([F:13])[F:14])=[CH:9][CH:8]=[CH:7][N:6]=3)[N:4]=2)=[CH:20][CH:19]=1)([CH3:17])[CH3:16].